Predict the reaction yield, written as a fraction of the theoretical maximum amount of product (1.0 means a 100% yield; for example, 0.34 means a 34% yield). From a dataset of Reaction yield outcomes from USPTO patents with 853,638 reactions. (1) The reactants are [N+:1]([C:4]1[CH:17]=[CH:16][C:7]([O:8][CH2:9][C:10]2[CH:15]=[CH:14][CH:13]=[CH:12][N:11]=2)=[CH:6][CH:5]=1)([O-])=O.[NH4+].[Cl-].CC1C=CC([N+]([O-])=O)=CC=1O. The catalyst is C(O)C.O. The product is [NH2:1][C:4]1[CH:17]=[CH:16][C:7]([O:8][CH2:9][C:10]2[CH:15]=[CH:14][CH:13]=[CH:12][N:11]=2)=[CH:6][CH:5]=1. The yield is 0.860. (2) The reactants are S(=O)(=O)(O)O.[C:6]([C:10]1[CH:11]=[N:12][CH:13]=[CH:14][CH:15]=1)(=[O:9])[CH2:7][CH3:8].[CH3:16][C:17](C)([CH3:21])[C:18](O)=O.S(OOS([O-])(=O)=O)([O-])(=O)=O.[NH4+].[NH4+].N. The catalyst is O.[N+]([O-])([O-])=O.[Ag+]. The product is [C:17]([C:13]1[N:12]=[CH:11][C:10]([C:6](=[O:9])[CH2:7][CH3:8])=[CH:15][CH:14]=1)([CH3:21])([CH3:18])[CH3:16]. The yield is 0.980. (3) The reactants are CS(Cl)(=O)=O.[Cl:6][C:7]1[C:15]2[N:14]=[C:13]([NH:16][C:17]3[CH:18]=[N:19][C:20]([N:24]([CH3:26])[CH3:25])=[CH:21][C:22]=3[CH3:23])[N:12]([CH2:27][CH2:28][CH2:29]O)[C:11]=2[C:10]([C:31]([O:33][CH3:34])=[O:32])=[CH:9][CH:8]=1.S([O-])(=O)(=O)C.C(=O)([O-])[O-].[K+].[K+]. The catalyst is O1CCCC1.CN(C)C=O.C(=O)([O-])O.[Na+].C(N(CC)CC)C. The product is [Cl:6][C:7]1[CH:8]=[CH:9][C:10]([C:31]([O:33][CH3:34])=[O:32])=[C:11]2[C:15]=1[N:14]=[C:13]1[N:16]([C:17]3[CH:18]=[N:19][C:20]([N:24]([CH3:26])[CH3:25])=[CH:21][C:22]=3[CH3:23])[CH2:29][CH2:28][CH2:27][N:12]21. The yield is 0.580. (4) The reactants are Cl[CH2:2][CH2:3][CH2:4][N:5]1[C:14]2[C:9](=[CH:10][C:11]([CH3:15])=[CH:12][CH:13]=2)[CH2:8][CH2:7][C:6]1=[O:16].[CH2:17]([CH:21]1[CH2:26][CH2:25][NH:24][CH2:23][CH2:22]1)[CH2:18][CH2:19][CH3:20].C([O-])([O-])=O.[K+].[K+]. The catalyst is CC#N. The product is [CH2:17]([CH:21]1[CH2:26][CH2:25][N:24]([CH2:2][CH2:3][CH2:4][N:5]2[C:14]3[C:9](=[CH:10][C:11]([CH3:15])=[CH:12][CH:13]=3)[CH2:8][CH2:7][C:6]2=[O:16])[CH2:23][CH2:22]1)[CH2:18][CH2:19][CH3:20]. The yield is 0.410. (5) The reactants are [OH:1][B:2]1[C:6]2[C:7]([O:11][CH2:12][CH2:13][CH2:14][CH2:15][NH:16][C:17](=[O:23])[O:18][C:19]([CH3:22])([CH3:21])[CH3:20])=[CH:8][CH:9]=[CH:10][C:5]=2[CH:4]([CH2:24][N+:25]([O-:27])=[O:26])[O:3]1.C1C(=O)N([Cl:35])C(=O)C1. The catalyst is CN(C=O)C. The product is [C:19]([O:18][C:17](=[O:23])[NH:16][CH2:15][CH2:14][CH2:13][CH2:12][O:11][C:7]1[C:6]2[B:2]([OH:1])[O:3][CH:4]([CH2:24][N+:25]([O-:27])=[O:26])[C:5]=2[C:10]([Cl:35])=[CH:9][CH:8]=1)([CH3:21])([CH3:22])[CH3:20]. The yield is 0.675. (6) The catalyst is CN(C)C=O.CN(C)C1C=CN=CC=1.C(OCC)(=O)C. The yield is 0.720. The reactants are [CH:1]1([C:5]2[C:13]([C:14]3[CH:18]=[C:17]([CH2:19][CH3:20])[NH:16][N:15]=3)=[CH:12][C:8]([C:9](O)=[O:10])=[C:7]([CH3:21])[CH:6]=2)[CH2:4][CH2:3][CH2:2]1.Cl.[NH:23]1[CH2:28][CH2:27][CH:26]([C:29]2[CH:36]=[CH:35][C:32]([C:33]#[N:34])=[CH:31][CH:30]=2)[CH2:25][CH2:24]1.CCN=C=NCCCN(C)C. The product is [CH:1]1([C:5]2[C:13]([C:14]3[CH:18]=[C:17]([CH2:19][CH3:20])[NH:16][N:15]=3)=[CH:12][C:8]([C:9]([N:23]3[CH2:28][CH2:27][CH:26]([C:29]4[CH:36]=[CH:35][C:32]([C:33]#[N:34])=[CH:31][CH:30]=4)[CH2:25][CH2:24]3)=[O:10])=[C:7]([CH3:21])[CH:6]=2)[CH2:2][CH2:3][CH2:4]1.